This data is from Forward reaction prediction with 1.9M reactions from USPTO patents (1976-2016). The task is: Predict the product of the given reaction. (1) Given the reactants [CH3:1][N:2]([CH3:19])[CH2:3][CH2:4][N:5]([CH3:18])[C:6]1[C:14]2[C:9](=[CH:10][CH:11]=[C:12]([N+:15]([O-])=O)[CH:13]=2)[NH:8][N:7]=1, predict the reaction product. The product is: [CH3:1][N:2]([CH3:19])[CH2:3][CH2:4][N:5]([CH3:18])[C:6]1[C:14]2[C:9](=[CH:10][CH:11]=[C:12]([NH2:15])[CH:13]=2)[NH:8][N:7]=1. (2) Given the reactants C([O:8][C:9]1[C:14]2[CH:15]=[C:16]([C:18]3[N:19]=[C:20]4[N:24]([CH:25]=3)[N:23]=[C:22]([O:26][CH3:27])[S:21]4)[O:17][C:13]=2[CH:12]=[CH:11][CH:10]=1)C1C=CC=CC=1.CC1C(C)=C(C)C(C)=C(C)C=1.B(Cl)(Cl)Cl, predict the reaction product. The product is: [CH3:27][O:26][C:22]1[S:21][C:20]2=[N:19][C:18]([C:16]3[O:17][C:13]4[C:14](=[C:9]([OH:8])[CH:10]=[CH:11][CH:12]=4)[CH:15]=3)=[CH:25][N:24]2[N:23]=1. (3) Given the reactants [CH2:1]([C:3]1[C:4]([NH:21][CH:22]([CH2:25][CH3:26])[CH2:23][CH3:24])=[N:5][C:6]([CH2:19][CH3:20])=[C:7]([C:9]2[CH:14]=[CH:13][C:12]([O:15]C)=[CH:11][C:10]=2[O:17]C)[N:8]=1)[CH3:2], predict the reaction product. The product is: [CH2:1]([C:3]1[C:4]([NH:21][CH:22]([CH2:25][CH3:26])[CH2:23][CH3:24])=[N:5][C:6]([CH2:19][CH3:20])=[C:7]([C:9]2[CH:14]=[CH:13][C:12]([OH:15])=[CH:11][C:10]=2[OH:17])[N:8]=1)[CH3:2]. (4) Given the reactants [H-].[Na+].[C:3]([O:11][CH2:12][CH3:13])(=[O:10])[CH2:4][C:5]([O:7][CH2:8][CH3:9])=[O:6].Br[CH2:15][CH2:16][CH2:17][CH2:18][CH:19]=[CH2:20].Cl, predict the reaction product. The product is: [CH2:20]([CH:4]([C:5]([O:7][CH2:8][CH3:9])=[O:6])[C:3]([O:11][CH2:12][CH3:13])=[O:10])[CH2:19][CH2:18][CH2:17][CH:16]=[CH2:15]. (5) Given the reactants [CH3:1][C:2]1([CH3:25])[CH2:11][CH2:10][C:9]2[C:4](=[C:5]([C:15]3[CH:20]=[CH:19][C:18]([C:21]([F:24])([F:23])[F:22])=[CH:17][CH:16]=3)[C:6]([CH3:14])=[C:7]([OH:13])[C:8]=2[CH3:12])[O:3]1.C1C[O:29]CC1.C(#N)C, predict the reaction product. The product is: [OH:29][C:2]([CH3:25])([CH3:1])[CH2:11][CH2:10][C:9]1[C:4](=[O:3])[C:5]([C:15]2[CH:16]=[CH:17][C:18]([C:21]([F:22])([F:23])[F:24])=[CH:19][CH:20]=2)=[C:6]([CH3:14])[C:7](=[O:13])[C:8]=1[CH3:12]. (6) Given the reactants [C:1]([O:5][C:6](=[O:39])[NH:7][CH2:8][C:9]1[CH:38]=[CH:37][C:12]2[N:13]([CH2:32][CH2:33][CH2:34][CH2:35][F:36])[C:14]([CH2:16][N:17]3[C:26]4[C:21](=[CH:22][CH:23]=[CH:24][CH:25]=4)C(=O)N(C4CC4)[C:18]3=[O:31])=[N:15][C:11]=2[CH:10]=1)([CH3:4])([CH3:3])[CH3:2].[C:40]([O:44][C:45](=O)NCC1C=CC2N(CCCCO)C(CN3C4[C:41](=CC=CC=4)[C:40]([O:44][CH3:45])=CC3=O)=NC=2C=1)(C)(C)[CH3:41], predict the reaction product. The product is: [C:1]([O:5][C:6](=[O:39])[NH:7][CH2:8][C:9]1[CH:38]=[CH:37][C:12]2[N:13]([CH2:32][CH2:33][CH2:34][CH2:35][F:36])[C:14]([CH2:16][N:17]3[C:26]4[C:21](=[CH:22][CH:23]=[CH:24][CH:25]=4)[C:40]([O:44][CH3:45])=[CH:41][C:18]3=[O:31])=[N:15][C:11]=2[CH:10]=1)([CH3:3])([CH3:4])[CH3:2]. (7) Given the reactants [NH:1]1[C:5]2([CH2:10][CH2:9][O:8][CH2:7][CH2:6]2)[CH2:4][CH2:3][CH:2]1[C:11]([O:13][CH2:14][CH3:15])=[O:12].[CH3:16][O:17][C:18]([NH:20][C@H:21]([C:25](Cl)=[O:26])[CH:22]([CH3:24])[CH3:23])=[O:19], predict the reaction product. The product is: [CH3:16][O:17][C:18]([NH:20][C@H:21]([C:25]([N:1]1[C:5]2([CH2:6][CH2:7][O:8][CH2:9][CH2:10]2)[CH2:4][CH2:3][CH:2]1[C:11]([O:13][CH2:14][CH3:15])=[O:12])=[O:26])[CH:22]([CH3:23])[CH3:24])=[O:19]. (8) Given the reactants [CH:1]1([N:5]2[CH2:11][CH2:10][C:9]3[S:12][C:13]([C:15]4[CH:16]=[N:17][C:18]([O:21]C)=[N:19][CH:20]=4)=[N:14][C:8]=3[CH2:7][CH2:6]2)[CH2:4][CH2:3][CH2:2]1.B(Br)(Br)Br, predict the reaction product. The product is: [CH:1]1([N:5]2[CH2:11][CH2:10][C:9]3[S:12][C:13]([C:15]4[CH:20]=[N:19][C:18](=[O:21])[NH:17][CH:16]=4)=[N:14][C:8]=3[CH2:7][CH2:6]2)[CH2:4][CH2:3][CH2:2]1. (9) Given the reactants C([O:3][C:4](=[O:44])[C:5]([NH:7][C:8]1[CH:9]=[C:10]([C:24]2[CH:29]=[CH:28][C:27]([CH2:30][C:31]3[C:35]4[CH:36]=[CH:37][CH:38]=[CH:39][C:34]=4[O:33][C:32]=3[CH2:40][CH2:41][CH2:42][CH3:43])=[CH:26][CH:25]=2)[CH:11]=[CH:12][C:13]=1[O:14][CH2:15][CH2:16][CH2:17][C:18]1[CH:23]=[CH:22][CH:21]=[CH:20][CH:19]=1)=[O:6])C.[OH-].[Na+].Cl, predict the reaction product. The product is: [CH2:40]([C:32]1[O:33][C:34]2[CH:39]=[CH:38][CH:37]=[CH:36][C:35]=2[C:31]=1[CH2:30][C:27]1[CH:28]=[CH:29][C:24]([C:10]2[CH:11]=[CH:12][C:13]([O:14][CH2:15][CH2:16][CH2:17][C:18]3[CH:19]=[CH:20][CH:21]=[CH:22][CH:23]=3)=[C:8]([NH:7][C:5](=[O:6])[C:4]([OH:44])=[O:3])[CH:9]=2)=[CH:25][CH:26]=1)[CH2:41][CH2:42][CH3:43].